Dataset: Reaction yield outcomes from USPTO patents with 853,638 reactions. Task: Predict the reaction yield, written as a fraction of the theoretical maximum amount of product (1.0 means a 100% yield; for example, 0.34 means a 34% yield). (1) The reactants are [Si](C=[N+]=[N-])(C)(C)[CH3:2].[F:8][C:9]([F:28])([F:27])[C:10]1[CH:11]=[C:12]([CH:20]([C:22]2[NH:26][N:25]=[N:24][N:23]=2)[OH:21])[CH:13]=[C:14]([C:16]([F:19])([F:18])[F:17])[CH:15]=1. The product is [F:28][C:9]([F:8])([F:27])[C:10]1[CH:11]=[C:12]([CH:20]([C:22]2[N:23]=[N:24][N:25]([CH3:2])[N:26]=2)[OH:21])[CH:13]=[C:14]([C:16]([F:17])([F:18])[F:19])[CH:15]=1. The yield is 0.630. The catalyst is C1COCC1.CO. (2) The reactants are [Br:1][C:2]1[CH:10]=[CH:9][C:5]([C:6]([OH:8])=[O:7])=[C:4]([N+:11]([O-:13])=[O:12])[CH:3]=1.[CH3:14]I.O. The catalyst is CN(C)C=O. The product is [CH3:14][O:7][C:6](=[O:8])[C:5]1[CH:9]=[CH:10][C:2]([Br:1])=[CH:3][C:4]=1[N+:11]([O-:13])=[O:12]. The yield is 0.900. (3) The reactants are [Cl:1][C:2]1[CH:7]=[CH:6][C:5]([OH:8])=[C:4]([F:9])[CH:3]=1.Cl.[CH2:11]([O:18][C:19]1[CH:28]=[C:27]2[C:22]([C:23](Cl)=[N:24][CH:25]=[N:26]2)=[CH:21][C:20]=1[O:30][CH3:31])[C:12]1[CH:17]=[CH:16][CH:15]=[CH:14][CH:13]=1. The catalyst is N1C=CC=CC=1. The product is [CH2:11]([O:18][C:19]1[CH:28]=[C:27]2[C:22]([C:23]([O:8][C:5]3[CH:6]=[CH:7][C:2]([Cl:1])=[CH:3][C:4]=3[F:9])=[N:24][CH:25]=[N:26]2)=[CH:21][C:20]=1[O:30][CH3:31])[C:12]1[CH:13]=[CH:14][CH:15]=[CH:16][CH:17]=1. The yield is 0.770. (4) The reactants are [Br:1][C:2]1[C:8]([F:9])=[CH:7][CH:6]=[CH:5][C:3]=1[NH2:4].C(=O)([O-])[O-].[K+].[K+].CC(C)=O.O.[C:21](Cl)(=[O:30])[CH:22]=[CH:23][C:24]1[CH:29]=[CH:28][CH:27]=[CH:26][CH:25]=1. The catalyst is O.CC(C)=O. The product is [Br:1][C:2]1[C:8]([F:9])=[CH:7][CH:6]=[CH:5][C:3]=1[NH:4][C:21](=[O:30])[CH:22]=[CH:23][C:24]1[CH:29]=[CH:28][CH:27]=[CH:26][CH:25]=1. The yield is 0.970. (5) The reactants are [C:1]([O:5][C:6]([NH:8][CH:9]([C:13]([O:16][CH3:17])([CH3:15])[CH3:14])[C:10]([OH:12])=O)=[O:7])([CH3:4])([CH3:3])[CH3:2].C1C=CC2N(O)N=NC=2C=1.CCN=C=NCCCN(C)C.Cl.Cl.[CH3:41][C:42]1[N:46]2[C:47](=[O:56])[N:48]([CH:50]3[CH2:55][CH2:54][NH:53][CH2:52][CH2:51]3)[CH2:49][C:45]2=[CH:44][N:43]=1. The catalyst is C(#N)C.C(N(CC)CC)C. The product is [CH3:17][O:16][C:13]([CH3:15])([CH3:14])[CH:9]([NH:8][C:6](=[O:7])[O:5][C:1]([CH3:2])([CH3:3])[CH3:4])[C:10]([N:53]1[CH2:52][CH2:51][CH:50]([N:48]2[CH2:49][C:45]3=[CH:44][N:43]=[C:42]([CH3:41])[N:46]3[C:47]2=[O:56])[CH2:55][CH2:54]1)=[O:12]. The yield is 0.960. (6) The reactants are [Cl:1][C:2]1[C:3]([O:59][CH3:60])=[CH:4][CH:5]=[C:6]2[C:11]=1[N:10]=[C:9]([C:12]1[S:13][CH:14]=[C:15]([CH:17]3[CH2:19][CH2:18]3)[N:16]=1)[CH:8]=[C:7]2[O:20][C@H:21]1[CH2:58][N:24]2[C:25](=[O:57])[C@@H:26]([NH:49]C(=O)OC(C)(C)C)[CH2:27][CH2:28][CH2:29][CH2:30][CH2:31][CH:32]=[CH:33][C@@H:34]3[CH2:39][C@@:35]3([C:40](=[O:48])[NH:41][S:42]([CH:45]3[CH2:47][CH2:46]3)(=[O:44])=[O:43])[NH:36][C:37](=[O:38])[C@@H:23]2[CH2:22]1.Cl. No catalyst specified. The product is [ClH:1].[NH2:49][C@@H:26]1[C:25](=[O:57])[N:24]2[CH2:58][C@H:21]([O:20][C:7]3[C:6]4[C:11](=[C:2]([Cl:1])[C:3]([O:59][CH3:60])=[CH:4][CH:5]=4)[N:10]=[C:9]([C:12]4[S:13][CH:14]=[C:15]([CH:17]5[CH2:19][CH2:18]5)[N:16]=4)[CH:8]=3)[CH2:22][C@H:23]2[C:37](=[O:38])[NH:36][C@:35]2([C:40]([NH:41][S:42]([CH:45]3[CH2:46][CH2:47]3)(=[O:43])=[O:44])=[O:48])[CH2:39][C@H:34]2[CH:33]=[CH:32][CH2:31][CH2:30][CH2:29][CH2:28][CH2:27]1. The yield is 0.890.